The task is: Binary Classification. Given a drug SMILES string, predict its activity (active/inactive) in a high-throughput screening assay against a specified biological target.. This data is from Cav3 T-type calcium channel HTS with 100,875 compounds. (1) The result is 0 (inactive). The drug is Clc1c(OCC(=O)Nc2ccc(N3CCN(CC3)C)cc2)ccc(Cl)c1. (2) The molecule is O=C1N(C(=O)CC1C(c1ccccc1)C)c1nc(cc(n1)C)C. The result is 0 (inactive). (3) The molecule is O=C1N(C(C(c2c1cc(OCC)c(OCC)c2)C(O)=O)c1cc(OC)c(OC)c(OC)c1)C. The result is 0 (inactive). (4) The drug is Clc1sc(C(=O)N2CCN(CC2)c2ccccc2)cc1. The result is 0 (inactive). (5) The drug is S1C(Nc2c3c(ccc2)cccc3)C(=O)NC1=O. The result is 0 (inactive). (6) The molecule is Clc1ccc(N2CCN(CC2)\C(N)=C(\C=C(/C(OCC)=O)C#N)C(OCC)=O)cc1. The result is 0 (inactive).